Dataset: Full USPTO retrosynthesis dataset with 1.9M reactions from patents (1976-2016). Task: Predict the reactants needed to synthesize the given product. (1) Given the product [C:38]([NH:1][C:2]1[CH:7]=[C:6]([O:8][C:9]2[CH:14]=[CH:13][C:12]([NH:15][C:16]([C:18]3([C:21]([NH:23][C:24]4[CH:25]=[CH:26][C:27]([F:30])=[CH:28][CH:29]=4)=[O:22])[CH2:20][CH2:19]3)=[O:17])=[C:11]([F:31])[CH:10]=2)[CH:5]=[CH:4][N:3]=1)(=[O:40])[CH3:39], predict the reactants needed to synthesize it. The reactants are: [NH2:1][C:2]1[CH:7]=[C:6]([O:8][C:9]2[CH:14]=[CH:13][C:12]([NH:15][C:16]([C:18]3([C:21]([NH:23][C:24]4[CH:29]=[CH:28][C:27]([F:30])=[CH:26][CH:25]=4)=[O:22])[CH2:20][CH2:19]3)=[O:17])=[C:11]([F:31])[CH:10]=2)[CH:5]=[CH:4][N:3]=1.N1C=CC=CC=1.[C:38](OC(=O)C)(=[O:40])[CH3:39]. (2) Given the product [F:7][C:8]1([F:24])[CH2:12][N:11]([CH3:13])[C@H:10]([CH2:20][OH:21])[CH2:9]1, predict the reactants needed to synthesize it. The reactants are: [H-].[H-].[H-].[H-].[Li+].[Al+3].[F:7][C:8]1([F:24])[CH2:12][N:11]([C:13](OC(C)(C)C)=O)[C@H:10]([C:20](OC)=[O:21])[CH2:9]1. (3) Given the product [Cl:1][C:2]1[C:3]([F:32])=[C:4]([CH:25]=[C:26]([C:28]([F:29])([F:30])[F:31])[CH:27]=1)[CH2:5][C:6]([OH:24])([CH2:11][C:12]([CH3:14])([C:15]1[C:23]2[O:22][CH2:21][CH2:20][C:19]=2[CH:18]=[C:17]([N+:33]([O-:35])=[O:34])[CH:16]=1)[CH3:13])[C:7]([F:9])([F:8])[F:10], predict the reactants needed to synthesize it. The reactants are: [Cl:1][C:2]1[C:3]([F:32])=[C:4]([CH:25]=[C:26]([C:28]([F:31])([F:30])[F:29])[CH:27]=1)[CH2:5][C:6]([OH:24])([CH2:11][C:12]([C:15]1[C:23]2[O:22][CH2:21][CH2:20][C:19]=2[CH:18]=[CH:17][CH:16]=1)([CH3:14])[CH3:13])[C:7]([F:10])([F:9])[F:8].[N+:33]([O-])([OH:35])=[O:34].S(=O)(=O)(O)O.C(=O)(O)[O-].[Na+]. (4) Given the product [F:45][C:9]1([F:8])[CH2:11][CH:10]1[C:12]([NH:14][C:15]1[CH:23]=[C:22]2[C:18]([C:19]([C:30]3[NH:31][C:32]4[CH:38]=[C:37]([N:39]5[CH2:44][CH2:43][O:42][CH2:41][CH2:40]5)[CH:36]=[CH:35][C:33]=4[N:34]=3)=[N:20][NH:21]2)=[CH:17][CH:16]=1)=[O:13], predict the reactants needed to synthesize it. The reactants are: C(O)(C(F)(F)F)=O.[F:8][C:9]1([F:45])[CH2:11][CH:10]1[C:12]([NH:14][C:15]1[CH:23]=[C:22]2[C:18]([C:19]([C:30]3[NH:34][C:33]4[CH:35]=[CH:36][C:37]([N:39]5[CH2:44][CH2:43][O:42][CH2:41][CH2:40]5)=[CH:38][C:32]=4[N:31]=3)=[N:20][N:21]2C2CCCCO2)=[CH:17][CH:16]=1)=[O:13]. (5) Given the product [Cl:14][C:15]1[CH:16]=[CH:17][C:18]2[N:24]3[CH:25]=[CH:26][CH:27]=[C:23]3[C@@H:22]([CH2:28][CH2:29][C:4](=[O:6])[CH2:3][C:2]([O:8][CH2:9][CH3:10])=[O:7])[O:21][C@H:20]([C:33]3[CH:38]=[CH:37][CH:36]=[C:35]([O:39][CH3:40])[C:34]=3[O:41][CH3:42])[C:19]=2[CH:43]=1, predict the reactants needed to synthesize it. The reactants are: [K+].[C:2]([O:8][CH2:9][CH3:10])(=[O:7])[CH2:3][C:4]([O-:6])=O.[Cl-].[Mg+2].[Cl-].[Cl:14][C:15]1[CH:16]=[CH:17][C:18]2[N:24]3[CH:25]=[CH:26][CH:27]=[C:23]3[C@@H:22]([CH2:28][CH2:29]C(O)=O)[O:21][C@H:20]([C:33]3[CH:38]=[CH:37][CH:36]=[C:35]([O:39][CH3:40])[C:34]=3[O:41][CH3:42])[C:19]=2[CH:43]=1.C(N1C=CN=C1)(N1C=CN=C1)=O. (6) Given the product [N:1]([CH2:4][C@@H:5]1[C@@H:9]([F:24])[CH2:8][N:7]([CH2:11][C:12]2[CH:17]=[CH:16][CH:15]=[CH:14][CH:13]=2)[CH2:6]1)=[N+:2]=[N-:3], predict the reactants needed to synthesize it. The reactants are: [N:1]([CH2:4][C@@H:5]1[C@@H:9](O)[CH2:8][N:7]([CH2:11][C:12]2[CH:17]=[CH:16][CH:15]=[CH:14][CH:13]=2)[CH2:6]1)=[N+:2]=[N-:3].C(N(S(F)(F)[F:24])CC)C.C(=O)([O-])O.[Na+]. (7) Given the product [F:27][C:28]1[C:33]([F:34])=[CH:32][CH:31]=[C:30]([O:35][CH3:36])[C:29]=1[C:9]1[N:10]=[C:11]([C:17]2[C:18]([CH3:26])=[N:19][N:20]3[CH:25]=[CH:24][CH:23]=[CH:22][C:21]=23)[S:12][C:13]=1[C:14]([OH:16])=[O:15], predict the reactants needed to synthesize it. The reactants are: ClC1C=CC=C(F)C=1[C:9]1[N:10]=[C:11]([C:17]2[C:18]([CH3:26])=[N:19][N:20]3[CH:25]=[CH:24][CH:23]=[CH:22][C:21]=23)[S:12][C:13]=1[C:14]([OH:16])=[O:15].[F:27][C:28]1[C:33]([F:34])=[CH:32][CH:31]=[C:30]([O:35][CH3:36])[C:29]=1B(O)O. (8) Given the product [C:1]([C:5]1[CH:6]=[C:7]([NH:23][S:24]([CH3:27])(=[O:26])=[O:25])[C:8]([O:21][CH3:22])=[C:9]([NH:11][C:12](=[O:20])[NH:28][C:29]2[C:38]3[C:33](=[CH:34][CH:35]=[CH:36][CH:37]=3)[C:32]([O:39][C:40]3[CH:45]=[CH:44][N:43]=[C:42]([NH:46][C:47]4[CH:48]=[C:49]([CH:62]=[C:63]([C:65]#[CH:66])[CH:64]=4)[C:50]([NH:52][C@H:53]([CH3:61])[CH2:54][N:55]4[CH2:56][CH2:57][O:58][CH2:59][CH2:60]4)=[O:51])[N:41]=3)=[CH:31][CH:30]=2)[CH:10]=1)([CH3:2])([CH3:4])[CH3:3], predict the reactants needed to synthesize it. The reactants are: [C:1]([C:5]1[CH:6]=[C:7]([NH:23][S:24]([CH3:27])(=[O:26])=[O:25])[C:8]([O:21][CH3:22])=[C:9]([NH:11][C:12](=[O:20])OC2C=CC=CC=2)[CH:10]=1)([CH3:4])([CH3:3])[CH3:2].[NH2:28][C:29]1[C:38]2[C:33](=[CH:34][CH:35]=[CH:36][CH:37]=2)[C:32]([O:39][C:40]2[CH:45]=[CH:44][N:43]=[C:42]([NH:46][C:47]3[CH:48]=[C:49]([CH:62]=[C:63]([C:65]#[CH:66])[CH:64]=3)[C:50]([NH:52][C@H:53]([CH3:61])[CH2:54][N:55]3[CH2:60][CH2:59][O:58][CH2:57][CH2:56]3)=[O:51])[N:41]=2)=[CH:31][CH:30]=1.C(N(CC)CC)C. (9) Given the product [CH3:37][O:36][C:28]1[C:29]([N+:33]([O-:35])=[O:34])=[CH:30][CH:31]=[CH:32][C:27]=1[C:7]1[CH:8]=[CH:9][CH:10]=[C:5]([NH:4][C:1](=[O:3])[CH3:2])[CH:6]=1, predict the reactants needed to synthesize it. The reactants are: [C:1]([NH:4][C:5]1[CH:6]=[C:7](B(O)O)[CH:8]=[CH:9][CH:10]=1)(=[O:3])[CH3:2].C(C1C=CC(B(O)O)=CC=1)(O)=O.Br[C:27]1[CH:32]=[CH:31][CH:30]=[C:29]([N+:33]([O-:35])=[O:34])[C:28]=1[O:36][CH3:37]. (10) Given the product [CH3:64][C:54]1[CH:59]=[C:58]([CH3:60])[CH:57]=[C:56]([CH3:61])[C:55]=1[C:25]1[CH:26]=[CH:27][CH:28]=[CH:23][N:20]=1, predict the reactants needed to synthesize it. The reactants are: C([Mg]Br)C.[Cl-].C([C:28]1[CH:27]=[CH:26][CH:25]=C(C(C)C)[C:23]=1[NH+:20]1CC[N:20]([C:23]2[C:28](C(C)C)=[CH:27][CH:26]=[CH:25]C=2C(C)C)C1)(C)C.C1(P(C2C=CC=CC=2)C2C=CC=CC=2)C=CC=CC=1.[C:54]1([CH3:64])[CH:59]=[C:58]([CH3:60])[CH:57]=[C:56]([CH3:61])[C:55]=1[Mg]Br.BrC1C=CC=CN=1.C(C(C(C([O-])=O)O)O)([O-])=O.[K+].[Na+].